Predict the reactants needed to synthesize the given product. From a dataset of Full USPTO retrosynthesis dataset with 1.9M reactions from patents (1976-2016). (1) Given the product [Cl:56][C:49]1[CH:50]=[C:51]([Cl:54])[CH:52]=[CH:53][C:48]=1[NH:47][CH2:43][C:44]([NH:17][C:11]1[CH:12]=[C:13]2[C:8](=[CH:9][CH:10]=1)[N:7]=[C:6]([N:5]([CH2:4][CH2:3][N:2]([CH3:1])[CH3:19])[CH3:18])[CH:15]=[C:14]2[CH3:16])=[O:45], predict the reactants needed to synthesize it. The reactants are: [CH3:1][N:2]([CH3:19])[CH2:3][CH2:4][N:5]([CH3:18])[C:6]1[CH:15]=[C:14]([CH3:16])[C:13]2[C:8](=[CH:9][CH:10]=[C:11]([NH2:17])[CH:12]=2)[N:7]=1.C1C=CC2N(O)N=NC=2C=1.C1N=CN(C(N2C=NC=C2)=O)C=1.Cl[CH:43]([NH:47][C:48]1[CH:53]=[CH:52][C:51]([Cl:54])=[CH:50][CH:49]=1)[C:44](O)=[O:45].C(Cl)[Cl:56]. (2) Given the product [CH3:8][C:4]1[N:3]=[C:2]([S:10][CH3:9])[CH:7]=[CH:6][N:5]=1, predict the reactants needed to synthesize it. The reactants are: Cl[C:2]1[CH:7]=[CH:6][N:5]=[C:4]([CH3:8])[N:3]=1.[CH3:9][S-:10].[Na+]. (3) Given the product [Br:1][C:2]1[C:3]([O:11][CH3:12])=[CH:4][C:5]([Cl:10])=[C:6]([CH:9]=1)[C:7]#[N:8], predict the reactants needed to synthesize it. The reactants are: [Br:1][C:2]1[C:3]([OH:11])=[CH:4][C:5]([Cl:10])=[C:6]([CH:9]=1)[C:7]#[N:8].[C:12](=O)([O-])[O-].[Cs+].[Cs+].CI. (4) Given the product [Cl:1][C:2]1[CH:3]=[C:4]([C:8]2[C:13]3[N:14]([CH2:24][C@H:25]4[CH2:26][CH2:27][C@H:28]([CH3:31])[CH2:29][CH2:30]4)[C:15]([CH:17]([CH:19]4[CH2:20][CH2:21][CH2:22][CH2:23]4)[O:18][CH2:37][CH3:38])=[N:16][C:12]=3[CH:11]=[C:10]([C:32]#[N:33])[N:9]=2)[CH:5]=[N:6][CH:7]=1, predict the reactants needed to synthesize it. The reactants are: [Cl:1][C:2]1[CH:3]=[C:4]([C:8]2[C:13]3[N:14]([CH2:24][C@H:25]4[CH2:30][CH2:29][C@H:28]([CH3:31])[CH2:27][CH2:26]4)[C:15]([CH:17]([CH:19]4[CH2:23][CH2:22][CH2:21][CH2:20]4)[OH:18])=[N:16][C:12]=3[CH:11]=[C:10]([C:32]#[N:33])[N:9]=2)[CH:5]=[N:6][CH:7]=1.[H-].[Na+].I[CH2:37][CH3:38]. (5) The reactants are: [C:1]([C:4]1[CH:9]=[CH:8][C:7]([CH:10]2[CH2:15][CH2:14][N:13]([C:16]([O:18][CH2:19][C:20]3[CH:25]=[CH:24][CH:23]=[CH:22][CH:21]=3)=[O:17])[CH2:12][CH:11]2[O:26][CH2:27][C:28]2[CH:29]=[CH:30][C:31]3[O:36][CH2:35][CH2:34][N:33]([CH2:37][CH2:38][CH2:39][O:40][CH3:41])[C:32]=3[CH:42]=2)=[CH:6][CH:5]=1)(O)=[O:2].[O:43]([C@@H:50]1[CH2:54][CH2:53][NH:52][CH2:51]1)[C:44]1[CH:49]=[CH:48][CH:47]=[CH:46][CH:45]=1. Given the product [CH3:41][O:40][CH2:39][CH2:38][CH2:37][N:33]1[C:32]2[CH:42]=[C:28]([CH2:27][O:26][CH:11]3[CH:10]([C:7]4[CH:6]=[CH:5][C:4]([C:1]([N:52]5[CH2:53][CH2:54][CH:50]([O:43][C:44]6[CH:45]=[CH:46][CH:47]=[CH:48][CH:49]=6)[CH2:51]5)=[O:2])=[CH:9][CH:8]=4)[CH2:15][CH2:14][N:13]([C:16]([O:18][CH2:19][C:20]4[CH:21]=[CH:22][CH:23]=[CH:24][CH:25]=4)=[O:17])[CH2:12]3)[CH:29]=[CH:30][C:31]=2[O:36][CH2:35][CH2:34]1, predict the reactants needed to synthesize it. (6) Given the product [CH3:3][CH:2]([C@H:4]1[CH2:5][N:6]([C:10]2[CH:15]=[CH:14][C:13]([N+:16]([O-:18])=[O:17])=[C:12]([O:19][CH3:20])[CH:11]=2)[CH2:7][CH2:8][N:9]1[CH2:22][CH2:21][S:23]([CH3:26])(=[O:25])=[O:24])[CH3:1], predict the reactants needed to synthesize it. The reactants are: [CH3:1][CH:2]([C@@H:4]1[NH:9][CH2:8][CH2:7][N:6]([C:10]2[CH:15]=[CH:14][C:13]([N+:16]([O-:18])=[O:17])=[C:12]([O:19][CH3:20])[CH:11]=2)[CH2:5]1)[CH3:3].[CH:21]([S:23]([CH3:26])(=[O:25])=[O:24])=[CH2:22].